Dataset: Forward reaction prediction with 1.9M reactions from USPTO patents (1976-2016). Task: Predict the product of the given reaction. (1) Given the reactants [C:1]([N:4]1[CH2:9][CH2:8][C@H:7]([NH:10][C:11]([C:13]2[NH:14][C:15]([CH2:19][CH3:20])=[C:16]([Cl:18])[N:17]=2)=[O:12])[C@H:6]([O:21][CH3:22])[CH2:5]1)(=[S:3])[NH2:2].Br[CH2:24][C:25]([C:27]1([C:30]([O:32][CH2:33][CH3:34])=[O:31])[CH2:29][CH2:28]1)=O, predict the reaction product. The product is: [Cl:18][C:16]1[N:17]=[C:13]([C:11]([NH:10][C@H:7]2[CH2:8][CH2:9][N:4]([C:1]3[S:3][CH:24]=[C:25]([C:27]4([C:30]([O:32][CH2:33][CH3:34])=[O:31])[CH2:29][CH2:28]4)[N:2]=3)[CH2:5][C@H:6]2[O:21][CH3:22])=[O:12])[NH:14][C:15]=1[CH2:19][CH3:20]. (2) Given the reactants [F:1][C:2]1[CH:23]=[CH:22][CH:21]=[C:20]([F:24])[C:3]=1[CH2:4][O:5][C:6]1[C:7]2[N:8]([C:13]([C:17]([OH:19])=O)=[C:14]([CH3:16])[N:15]=2)[CH:9]=[C:10]([CH3:12])[N:11]=1.[NH2:25][C@H:26]([CH2:29][CH2:30][CH2:31][CH3:32])[CH2:27][OH:28].C(N(CC)C(C)C)(C)C.CN(C(ON1N=NC2C=CC=NC1=2)=[N+](C)C)C.F[P-](F)(F)(F)(F)F, predict the reaction product. The product is: [F:24][C:20]1[CH:21]=[CH:22][CH:23]=[C:2]([F:1])[C:3]=1[CH2:4][O:5][C:6]1[C:7]2[N:8]([C:13]([C:17]([NH:25][C@H:26]([CH2:29][CH2:30][CH2:31][CH3:32])[CH2:27][OH:28])=[O:19])=[C:14]([CH3:16])[N:15]=2)[CH:9]=[C:10]([CH3:12])[N:11]=1. (3) The product is: [CH3:1][S:2]([O:5][CH2:6][CH2:7][N:8]([CH2:24][CH2:25][Br:26])[C:9]1[CH:14]=[CH:13][C:12]([N+:15]([O-:17])=[O:16])=[CH:11][C:10]=1[C:18](=[O:23])[NH:19][CH2:20][CH2:21][O:22][P:36]([O:37][C:38]([CH3:41])([CH3:40])[CH3:39])([O:42][C:43]([CH3:44])([CH3:45])[CH3:46])=[O:47])(=[O:3])=[O:4]. Given the reactants [CH3:1][S:2]([O:5][CH2:6][CH2:7][N:8]([CH2:24][CH2:25][Br:26])[C:9]1[CH:14]=[CH:13][C:12]([N+:15]([O-:17])=[O:16])=[CH:11][C:10]=1[C:18](=[O:23])[NH:19][CH2:20][CH2:21][OH:22])(=[O:4])=[O:3].N1C=NN=N1.C(N(C(C)C)[P:36](=[O:47])([O:42][C:43]([CH3:46])([CH3:45])[CH3:44])[O:37][C:38]([CH3:41])([CH3:40])[CH3:39])(C)C.C1C=C(Cl)C=C(C(OO)=O)C=1, predict the reaction product.